This data is from Reaction yield outcomes from USPTO patents with 853,638 reactions. The task is: Predict the reaction yield, written as a fraction of the theoretical maximum amount of product (1.0 means a 100% yield; for example, 0.34 means a 34% yield). (1) The reactants are Cl[C:2]1[CH:3]=[CH:4][C:5]([OH:16])=[C:6]([C:8](=[O:15])[CH2:9][C:10](OCC)=O)[CH:7]=1.FC(F)(F)C(OC(=O)C(F)(F)F)=O.C(=O)([O-])[O-].[K+].[K+].Cl. The catalyst is C1(C)C=CC=CC=1. The product is [O:15]=[C:8]1[C:6]2[CH:7]=[CH:2][CH:3]=[CH:4][C:5]=2[O:16][CH:10]=[CH:9]1. The yield is 0.560. (2) The reactants are C[O:2][C:3]([C:5]1([C:18]2[CH:23]=[CH:22][C:21]([Cl:24])=[CH:20][CH:19]=2)[CH2:10][CH2:9][N:8]([C:11]([O:13][C:14]([CH3:17])([CH3:16])[CH3:15])=[O:12])[CH2:7][CH2:6]1)=O.[H-].[Al+3].[Li+].[H-].[H-].[H-].O. The yield is 0.460. The catalyst is CCOCC. The product is [C:14]([O:13][C:11]([N:8]1[CH2:7][CH2:6][C:5]([C:18]2[CH:23]=[CH:22][C:21]([Cl:24])=[CH:20][CH:19]=2)([CH2:3][OH:2])[CH2:10][CH2:9]1)=[O:12])([CH3:17])([CH3:15])[CH3:16]. (3) The reactants are Br[C:2]1[S:6][C:5]([NH:7][C:8]([O:10][C:11]([CH3:14])([CH3:13])[CH3:12])=[O:9])=[C:4]([C:15]([O:17][CH3:18])=[O:16])[CH:3]=1.[CH2:19]([OH:22])[C:20]#[CH:21]. The catalyst is O1CC(CCN)C(CCN)C1CCN.C(OCC)(=O)C.Cl[Pd](Cl)([P](C1C=CC=CC=1)(C1C=CC=CC=1)C1C=CC=CC=1)[P](C1C=CC=CC=1)(C1C=CC=CC=1)C1C=CC=CC=1.[Cu](I)I. The product is [C:11]([O:10][C:8]([NH:7][C:5]1[S:6][C:2]([C:21]#[C:20][CH2:19][OH:22])=[CH:3][C:4]=1[C:15]([O:17][CH3:18])=[O:16])=[O:9])([CH3:14])([CH3:13])[CH3:12]. The yield is 0.610. (4) The reactants are FC1C=C(F)C=CC=1C1C=C(COS(C)(=O)=O)C(=O)N(CC(C)C)N=1.[Cl:26][C:27]1[CH:54]=[CH:53][C:30]([CH:31]=[CH:32][CH2:33][N:34]2[C:39](=[O:40])[C:38]([C:41]([O:43]C)=[O:42])=[CH:37][C:36]([C:45]3[CH:50]=[CH:49][C:48]([F:51])=[C:47]([CH3:52])[CH:46]=3)=[N:35]2)=[CH:29][CH:28]=1. No catalyst specified. The product is [C:41]([C:38]1[C:39](=[O:40])[N:34]([CH2:33][CH:32]=[CH:31][C:30]2[CH:53]=[CH:54][C:27]([Cl:26])=[CH:28][CH:29]=2)[N:35]=[C:36]([C:45]2[CH:50]=[CH:49][C:48]([F:51])=[C:47]([CH3:52])[CH:46]=2)[CH:37]=1)([OH:43])=[O:42]. The yield is 0.862. (5) The reactants are [CH2:1]([N:8]1[CH2:12][CH2:11][N:10]([C:13]2[S:14][C:15]([C:19]([OH:21])=O)=[C:16]([CH3:18])[N:17]=2)[C:9]1=[O:22])[C:2]1[CH:7]=[CH:6][CH:5]=CC=1.C1(CN2CCN(C3SC(C(O)=O)=C(C)N=3)C2=O)CCC1.[NH2:43][CH2:44][C:45]1[CH:46]=[N:47][CH:48]=[CH:49][CH:50]=1. No catalyst specified. The product is [CH:2]1([CH2:1][N:8]2[CH2:12][CH2:11][N:10]([C:13]3[S:14][C:15]([C:19]([NH:43][CH2:44][C:45]4[CH:46]=[N:47][CH:48]=[CH:49][CH:50]=4)=[O:21])=[C:16]([CH3:18])[N:17]=3)[C:9]2=[O:22])[CH2:7][CH2:6][CH2:5]1. The yield is 0.320. (6) The reactants are Cl[C:2]1[N:7]=[C:6]([NH:8][C:9]([C:11]2([C:14]3[CH:15]=[CH:16][C:17]4[O:21][CH2:20][CH2:19][C:18]=4[CH:22]=3)[CH2:13][CH2:12]2)=[O:10])[CH:5]=[CH:4][C:3]=1[CH3:23].[CH3:24][O:25][C:26]1[N:31]=[CH:30][C:29](B(O)O)=[CH:28][CH:27]=1.C(=O)([O-])[O-].[Na+].[Na+]. The catalyst is COCCOC.C(OCC)(=O)C.C1C=CC([P]([Pd]([P](C2C=CC=CC=2)(C2C=CC=CC=2)C2C=CC=CC=2)([P](C2C=CC=CC=2)(C2C=CC=CC=2)C2C=CC=CC=2)[P](C2C=CC=CC=2)(C2C=CC=CC=2)C2C=CC=CC=2)(C2C=CC=CC=2)C2C=CC=CC=2)=CC=1. The product is [O:21]1[C:17]2[CH:16]=[CH:15][C:14]([C:11]3([C:9]([NH:8][C:6]4[N:7]=[C:2]([C:29]5[CH:30]=[N:31][C:26]([O:25][CH3:24])=[CH:27][CH:28]=5)[C:3]([CH3:23])=[CH:4][CH:5]=4)=[O:10])[CH2:13][CH2:12]3)=[CH:22][C:18]=2[CH2:19][CH2:20]1. The yield is 0.620. (7) The reactants are [NH2:1][C:2]1[N:7]=[CH:6][N:5]=[C:4]2[N:8]([CH2:27][C@@H:28]3[CH2:32][CH2:31][CH2:30][N:29]3[C:33](=[O:37])[CH2:34][C:35]#[N:36])[N:9]=[C:10]([C:11]3[CH:16]=[CH:15][C:14]([O:17][C:18]4[CH:23]=[CH:22][CH:21]=[C:20]([F:24])[C:19]=4[F:25])=[CH:13][C:12]=3[F:26])[C:3]=12.[CH:38]1([CH:41]=O)[CH2:40][CH2:39]1.N1CCCCC1. The catalyst is CCO. The product is [NH2:1][C:2]1[N:7]=[CH:6][N:5]=[C:4]2[N:8]([CH2:27][C@@H:28]3[CH2:32][CH2:31][CH2:30][N:29]3[C:33]([C:34](=[CH:41][CH:38]3[CH2:40][CH2:39]3)[C:35]#[N:36])=[O:37])[N:9]=[C:10]([C:11]3[CH:16]=[CH:15][C:14]([O:17][C:18]4[CH:23]=[CH:22][CH:21]=[C:20]([F:24])[C:19]=4[F:25])=[CH:13][C:12]=3[F:26])[C:3]=12. The yield is 0.223.